From a dataset of Peptide-MHC class II binding affinity with 134,281 pairs from IEDB. Regression. Given a peptide amino acid sequence and an MHC pseudo amino acid sequence, predict their binding affinity value. This is MHC class II binding data. (1) The peptide sequence is PLYRYLGGSFSHVL. The MHC is HLA-DQA10101-DQB10501 with pseudo-sequence HLA-DQA10101-DQB10501. The binding affinity (normalized) is 0.176. (2) The peptide sequence is YDKFLAQVSTVLTGK. The MHC is DRB1_0405 with pseudo-sequence DRB1_0405. The binding affinity (normalized) is 0.161.